This data is from Forward reaction prediction with 1.9M reactions from USPTO patents (1976-2016). The task is: Predict the product of the given reaction. (1) Given the reactants [C:1]1([CH:7]([C:13]2[CH:18]=[CH:17][CH:16]=[CH:15][CH:14]=2)[C:8]([N:10]=[C:11]=[O:12])=[O:9])[CH:6]=[CH:5][CH:4]=[CH:3][CH:2]=1.[C:19]1([CH:25]([CH3:28])[CH2:26][OH:27])[CH:24]=[CH:23][CH:22]=[CH:21][CH:20]=1, predict the reaction product. The product is: [C:19]1([CH:25]([CH3:28])[CH2:26][O:27][C:11](=[O:12])[NH:10][C:8](=[O:9])[CH:7]([C:1]2[CH:6]=[CH:5][CH:4]=[CH:3][CH:2]=2)[C:13]2[CH:18]=[CH:17][CH:16]=[CH:15][CH:14]=2)[CH:24]=[CH:23][CH:22]=[CH:21][CH:20]=1. (2) Given the reactants [Li+].C[Si]([N-][Si](C)(C)C)(C)C.[F:11][C:12]1[CH:13]=[C:14]2[C:18](=[CH:19][CH:20]=1)[N:17]([C:21]([O:23][C:24]([CH3:27])([CH3:26])[CH3:25])=[O:22])[C:16]([C:28]1[O:32][CH:31]=[N:30][CH:29]=1)=[CH:15]2.[Cl:33]C(Cl)(Cl)C(Cl)(Cl)Cl, predict the reaction product. The product is: [Cl:33][C:31]1[O:32][C:28]([C:16]2[N:17]([C:21]([O:23][C:24]([CH3:27])([CH3:25])[CH3:26])=[O:22])[C:18]3[C:14]([CH:15]=2)=[CH:13][C:12]([F:11])=[CH:20][CH:19]=3)=[CH:29][N:30]=1. (3) The product is: [CH:33]1[C:34]2[CH:22]([CH2:21][O:20][C:18]([NH:17][C@H:16]([C:35]([O:37][C:6]([CH3:7])([CH3:8])[CH3:95])=[O:36])[CH2:15][O:14][C:38](=[O:39])[CH2:41][CH2:42][C:43]([O:45][CH2:46][C@H:47]3[O:54][C@H:51]([O:52][CH3:53])[C@H:50]([O:55][CH2:56][CH2:57][CH2:58][CH2:59][CH2:60][CH2:61][CH2:62][CH2:63][CH2:64][CH2:65][CH2:66][CH2:67][CH2:68][CH3:69])[C@@H:49]([O:70][CH2:71][CH2:72][CH2:73][CH2:74][CH2:75][CH2:76][CH2:77][CH2:78][CH2:79][CH2:80][CH2:81][CH2:82][CH2:83][CH3:84])[C@@H:48]3[OH:85])=[O:44])=[O:19])[C:23]3[C:28](=[CH:27][CH:26]=[CH:25][CH:24]=3)[C:29]=2[CH:30]=[CH:31][CH:32]=1. Given the reactants CC(C)N=C=N[CH:6]([CH3:8])[CH3:7].C([O:14][CH2:15][C@@H:16]([C:35]([OH:37])=[O:36])[NH:17][C:18]([O:20][CH2:21][C:22]1[C:34]2[CH2:33][C:32]3[C:27](=[CH:28][CH:29]=[CH:30][CH:31]=3)[C:26]=2[CH:25]=[CH:24][CH:23]=1)=[O:19])(C)(C)C.[C:38]([CH2:41][CH2:42][C:43]([O:45][CH2:46][C@H:47]1[O:54][C@H:51]([O:52][CH3:53])[C@H:50]([O:55][CH2:56][CH2:57][CH2:58][CH2:59][CH2:60][CH2:61][CH2:62][CH2:63][CH2:64][CH2:65][CH2:66][CH2:67][CH2:68][CH3:69])[C@@H:49]([O:70][CH2:71][CH2:72][CH2:73][CH2:74][CH2:75][CH2:76][CH2:77][CH2:78][CH2:79][CH2:80][CH2:81][CH2:82][CH2:83][CH3:84])[C@@H:48]1[O:85]CC1C=CC(OC)=CC=1)=[O:44])(O)=[O:39].[CH2:95](Cl)Cl, predict the reaction product. (4) Given the reactants [NH2:1][C:2]1[N:3]=[CH:4][C:5]([N:8]2[CH2:13][CH2:12][N:11]([C:14]([O:16][C:17]([CH3:20])([CH3:19])[CH3:18])=[O:15])[CH2:10][CH2:9]2)=[N:6][CH:7]=1.ClC1C=C(Cl)C=C(Cl)C=1[C:30](C1C(Cl)=CC(Cl)=CC=1Cl)([C:34]([O-])=[O:35])[C:31]([O-])=[O:32], predict the reaction product. The product is: [OH:35][C:34]1[N:1]=[C:2]2[CH:7]=[N:6][C:5]([N:8]3[CH2:9][CH2:10][N:11]([C:14]([O:16][C:17]([CH3:20])([CH3:19])[CH3:18])=[O:15])[CH2:12][CH2:13]3)=[CH:4][N:3]2[C:31](=[O:32])[CH:30]=1. (5) Given the reactants CN(C)C=O.[C:6](/[C:8](=[C:16](/[N:18]1[CH2:23][CH2:22][CH:21]([C:24]2[CH:29]=[CH:28][CH:27]=[CH:26][CH:25]=2)[CH2:20][CH2:19]1)\[CH3:17])/[C:9](=[S:15])/[N:10]=[CH:11]/N(C)C)#[N:7].[OH-].[Na+].Cl[CH2:33][C:34]([NH2:36])=[O:35], predict the reaction product. The product is: [NH2:7][C:6]1[C:8]2[C:9](=[N:10][CH:11]=[CH:17][C:16]=2[N:18]2[CH2:19][CH2:20][CH:21]([C:24]3[CH:29]=[CH:28][CH:27]=[CH:26][CH:25]=3)[CH2:22][CH2:23]2)[S:15][C:33]=1[C:34]([NH2:36])=[O:35]. (6) Given the reactants Cl[C:2]1[NH:10][C:9]2[C:4](=[N:5][CH:6]=[CH:7][CH:8]=2)[C:3]=1[C:11]#[N:12].[NH:13]1[CH2:18][CH2:17][CH2:16][CH2:15][CH2:14]1, predict the reaction product. The product is: [N:13]1([C:2]2[NH:10][C:9]3[C:4](=[N:5][CH:6]=[CH:7][CH:8]=3)[C:3]=2[C:11]#[N:12])[CH2:18][CH2:17][CH2:16][CH2:15][CH2:14]1. (7) Given the reactants N1CCCCC1.[F:7][C:8]1[CH:15]=[CH:14][C:13]([CH3:16])=[CH:12][C:9]=1[CH:10]=O.C(O)(=O)[CH2:18][C:19]([OH:21])=[O:20], predict the reaction product. The product is: [F:7][C:8]1[CH:15]=[CH:14][C:13]([CH3:16])=[CH:12][C:9]=1[CH2:10][CH2:18][C:19]([OH:21])=[O:20].